This data is from Full USPTO retrosynthesis dataset with 1.9M reactions from patents (1976-2016). The task is: Predict the reactants needed to synthesize the given product. (1) Given the product [OH:7][C:1]1[CH:6]=[CH:5][C:4]([C:8]2([C:33]3[CH:27]=[CH:28][C:29]([OH:31])=[CH:37][CH:32]=3)[C:18]3=[C:19]4[C:14](=[CH:15][CH:16]=[CH:17]3)[CH:13]=[CH:12][CH:11]=[C:10]4[CH2:9]2)=[CH:3][CH:2]=1, predict the reactants needed to synthesize it. The reactants are: [C:1]1([OH:7])[CH:6]=[CH:5][CH:4]=[CH:3][CH:2]=1.[C:8]1(=O)[C:18]2=[C:19]3[C:14](=[CH:15][CH:16]=[CH:17]2)[CH:13]=[CH:12][CH:11]=[C:10]3[CH2:9]1.S(=O)(=O)(O)O.S[CH2:27][CH2:28][C:29]([OH:31])=O.[C:32]1(C)[CH:37]=CC=C[CH:33]=1. (2) Given the product [Cl:1][C:2]1[CH:3]=[C:4]([NH:17][C:18]2[C:27]3[C:22](=[CH:23][CH:24]=[C:25]([C:28]4[O:29][C:30]([CH2:33][NH:47][CH2:46][CH2:45][C:42]5[CH:41]=[CH:40][C:39]([N+:36]([O-:38])=[O:37])=[CH:44][CH:43]=5)=[CH:31][CH:32]=4)[CH:26]=3)[N:21]=[CH:20][N:19]=2)[CH:5]=[CH:6][C:7]=1[O:8][CH2:9][C:10]1[CH:15]=[CH:14][CH:13]=[C:12]([F:16])[CH:11]=1, predict the reactants needed to synthesize it. The reactants are: [Cl:1][C:2]1[CH:3]=[C:4]([NH:17][C:18]2[C:27]3[C:22](=[CH:23][CH:24]=[C:25]([C:28]4[O:29][C:30]([CH:33]=O)=[CH:31][CH:32]=4)[CH:26]=3)[N:21]=[CH:20][N:19]=2)[CH:5]=[CH:6][C:7]=1[O:8][CH2:9][C:10]1[CH:15]=[CH:14][CH:13]=[C:12]([F:16])[CH:11]=1.Cl.[N+:36]([C:39]1[CH:44]=[CH:43][C:42]([CH2:45][CH2:46][NH2:47])=[CH:41][CH:40]=1)([O-:38])=[O:37].C(N(C(C)C)CC)(C)C.C(O[BH-](OC(=O)C)OC(=O)C)(=O)C.[Na+].C(=O)([O-])[O-].[Na+].[Na+]. (3) Given the product [CH3:1][O:2][C:3]1[CH:4]=[CH:5][C:6]([C:7]([NH:9][C:10]2[C:11]([NH:16][C:17]([CH:19]3[CH2:20][CH2:21][N:22]([CH2:32][C:31]4[CH:34]=[CH:35][CH:36]=[CH:37][C:30]=4[N+:27]([O-:29])=[O:28])[CH2:23][CH2:24]3)=[O:18])=[CH:12][CH:13]=[CH:14][CH:15]=2)=[O:8])=[CH:25][CH:26]=1, predict the reactants needed to synthesize it. The reactants are: [CH3:1][O:2][C:3]1[CH:26]=[CH:25][C:6]([C:7]([NH:9][C:10]2[C:11]([NH:16][C:17]([CH:19]3[CH2:24][CH2:23][NH:22][CH2:21][CH2:20]3)=[O:18])=[CH:12][CH:13]=[CH:14][CH:15]=2)=[O:8])=[CH:5][CH:4]=1.[N+:27]([C:30]1[CH:37]=[CH:36][CH:35]=[CH:34][C:31]=1[CH:32]=O)([O-:29])=[O:28]. (4) Given the product [C:1]([C:3]1[CH:4]=[C:5]([CH:10]=[C:11]([O:13][CH3:14])[N:12]=1)[C:6]([OH:8])=[O:7])#[N:2], predict the reactants needed to synthesize it. The reactants are: [C:1]([C:3]1[CH:4]=[C:5]([CH:10]=[C:11]([O:13][CH3:14])[N:12]=1)[C:6]([O:8]C)=[O:7])#[N:2].[Li+].[OH-].Cl. (5) Given the product [C:13]([C:4]1[CH:3]=[C:2]([C:20]2[CH:21]=[C:22]([CH:23]=[CH:24][C:19]=2[O:18][CH3:17])[CH:25]=[O:26])[CH:7]=[C:6]([C:8]([CH3:11])([CH3:10])[CH3:9])[C:5]=1[OH:12])([CH3:16])([CH3:15])[CH3:14], predict the reactants needed to synthesize it. The reactants are: Br[C:2]1[CH:7]=[C:6]([C:8]([CH3:11])([CH3:10])[CH3:9])[C:5]([OH:12])=[C:4]([C:13]([CH3:16])([CH3:15])[CH3:14])[CH:3]=1.[CH3:17][O:18][C:19]1[CH:24]=[CH:23][C:22]([CH:25]=[O:26])=[CH:21][C:20]=1B(O)O.C([O-])([O-])=O.[K+].[K+].C(COC)OC. (6) Given the product [ClH:64].[NH2:8][CH2:9][C@H:10]1[CH2:15][CH2:14][C@H:13]([C:16]([NH:18][C@H:19]([C:51](=[O:63])[NH:52][C:53]2[CH:61]=[C:60]3[C:56]([C:57](=[O:62])[NH:58][NH:59]3)=[CH:55][CH:54]=2)[CH2:20][C:21]2[CH:22]=[CH:23][C:24]([C:27]3[CH:32]=[CH:31][C:30]([C:33]([NH:35][CH:36]4[CH2:41][CH2:40][NH:39][CH:38]([CH3:49])[CH2:37]4)=[O:34])=[CH:29][C:28]=3[CH3:50])=[CH:25][CH:26]=2)=[O:17])[CH2:12][CH2:11]1, predict the reactants needed to synthesize it. The reactants are: C(OC([NH:8][CH2:9][C@H:10]1[CH2:15][CH2:14][C@H:13]([C:16]([NH:18][C@H:19]([C:51](=[O:63])[NH:52][C:53]2[CH:61]=[C:60]3[C:56]([C:57](=[O:62])[NH:58][NH:59]3)=[CH:55][CH:54]=2)[CH2:20][C:21]2[CH:26]=[CH:25][C:24]([C:27]3[CH:32]=[CH:31][C:30]([C:33]([NH:35][CH:36]4[CH2:41][CH2:40][N:39](C(OC(C)(C)C)=O)[CH:38]([CH3:49])[CH2:37]4)=[O:34])=[CH:29][C:28]=3[CH3:50])=[CH:23][CH:22]=2)=[O:17])[CH2:12][CH2:11]1)=O)(C)(C)C.[ClH:64]. (7) Given the product [N+:13]([C:4]1[C:5]([NH2:12])=[C:6]([C:8]([F:11])([F:10])[F:9])[CH:7]=[C:2]([C:19]2[CH:20]=[CH:21][CH:22]=[CH:23][C:18]=2[C:17]([F:28])([F:27])[F:16])[CH:3]=1)([O-:15])=[O:14], predict the reactants needed to synthesize it. The reactants are: Br[C:2]1[CH:7]=[C:6]([C:8]([F:11])([F:10])[F:9])[C:5]([NH2:12])=[C:4]([N+:13]([O-:15])=[O:14])[CH:3]=1.[F:16][C:17]([F:28])([F:27])[C:18]1[CH:23]=[CH:22][CH:21]=[CH:20][C:19]=1B(O)O. (8) Given the product [CH2:38]([O:37][C:35]([CH:34]1[CH2:29][C:17]1([C@@H:11]1[C@:12]2([CH3:16])[C@H:8]([C@@H:7]([O:6][Si:5]([C:1]([CH3:2])([CH3:4])[CH3:3])([CH3:31])[CH3:30])[CH2:15][CH2:14][CH2:13]2)[CH2:9][CH2:10]1)[CH2:18][CH2:19][CH2:20][C:21]([CH3:28])([O:23][Si:24]([CH3:27])([CH3:26])[CH3:25])[CH3:22])=[O:36])[CH3:39], predict the reactants needed to synthesize it. The reactants are: [C:1]([Si:5]([CH3:31])([CH3:30])[O:6][C@H:7]1[CH2:15][CH2:14][CH2:13][C@@:12]2([CH3:16])[C@H:8]1[CH2:9][CH2:10][C@@H:11]2[C:17](=[CH2:29])[CH2:18][CH2:19][CH2:20][C:21]([CH3:28])([O:23][Si:24]([CH3:27])([CH3:26])[CH3:25])[CH3:22])([CH3:4])([CH3:3])[CH3:2].[N+](=[CH:34][C:35]([O:37][CH2:38][CH3:39])=[O:36])=[N-]. (9) Given the product [Cl:1][C:2]1[CH:10]=[C:9]([CH:11]2[CH2:13][CH2:12]2)[C:5]([C:6]([OH:8])=[O:7])=[CH:4][N:3]=1, predict the reactants needed to synthesize it. The reactants are: [Cl:1][C:2]1[CH:10]=[CH:9][C:5]([C:6]([OH:8])=[O:7])=[CH:4][N:3]=1.[CH:11]1([Mg]Br)[CH2:13][CH2:12]1.C(O)(=O)C. (10) Given the product [NH2:8][C:9]1[CH:10]=[CH:11][C:15]([N:14]2[C:15]3[C:11](=[CH:10][C:9]([NH:8][C:6](=[O:7])[C:5]4[CH:18]=[CH:19][C:2]([F:1])=[CH:3][CH:4]=4)=[CH:17][CH:16]=3)[CH:12]=[N:13]2)=[CH:16][CH:17]=1, predict the reactants needed to synthesize it. The reactants are: [F:1][C:2]1[CH:19]=[CH:18][C:5]([C:6]([NH:8][C:9]2[CH:10]=[C:11]3[C:15](=[CH:16][CH:17]=2)[NH:14][N:13]=[CH:12]3)=[O:7])=[CH:4][CH:3]=1.C(=O)([O-])[O-].[Cs+].[Cs+].